Dataset: Reaction yield outcomes from USPTO patents with 853,638 reactions. Task: Predict the reaction yield, written as a fraction of the theoretical maximum amount of product (1.0 means a 100% yield; for example, 0.34 means a 34% yield). The reactants are [NH2:1][C:2]1[CH:9]=[CH:8][C:5]([C:6]#[N:7])=[C:4](Cl)[CH:3]=1.[CH2:11](B(O)O)[CH3:12].C([O-])([O-])=O.[K+].[K+]. The catalyst is O1CCOCC1.C1C=CC([P]([Pd]([P](C2C=CC=CC=2)(C2C=CC=CC=2)C2C=CC=CC=2)([P](C2C=CC=CC=2)(C2C=CC=CC=2)C2C=CC=CC=2)[P](C2C=CC=CC=2)(C2C=CC=CC=2)C2C=CC=CC=2)(C2C=CC=CC=2)C2C=CC=CC=2)=CC=1. The product is [NH2:1][C:2]1[CH:9]=[CH:8][C:5]([C:6]#[N:7])=[C:4]([CH2:11][CH3:12])[CH:3]=1. The yield is 0.540.